This data is from Forward reaction prediction with 1.9M reactions from USPTO patents (1976-2016). The task is: Predict the product of the given reaction. (1) Given the reactants [Cl:1][C:2]1[N:3]=[C:4](Cl)[C:5]2[CH:10]=[CH:9][NH:8][C:6]=2[N:7]=1.[CH3:12][O-:13].[Na+], predict the reaction product. The product is: [Cl:1][C:2]1[N:3]=[C:4]([O:13][CH3:12])[C:5]2[CH:10]=[CH:9][NH:8][C:6]=2[N:7]=1. (2) Given the reactants [CH3:1][C:2]1[NH:6][C:5]2[CH:7]=[CH:8][CH:9]=[CH:10][C:4]=2[N:3]=1.[H-].[Na+].F[C:14]1[CH:19]=[CH:18][CH:17]=[CH:16][N:15]=1, predict the reaction product. The product is: [CH3:1][C:2]1[N:6]([C:14]2[CH:19]=[CH:18][CH:17]=[CH:16][N:15]=2)[C:5]2[CH:7]=[CH:8][CH:9]=[CH:10][C:4]=2[N:3]=1. (3) Given the reactants [CH2:1]([N:8]1[CH2:13][CH2:12][C:11](=O)[CH:10]([CH3:15])[CH2:9]1)[C:2]1[CH:7]=[CH:6][CH:5]=[CH:4][CH:3]=1.[NH2:16][C:17]1[CH:18]=[C:19]2[C:23](=[CH:24][CH:25]=1)[NH:22][N:21]=[CH:20]2.C(O)(=O)C.C(=O)([O-])O.[Na+], predict the reaction product. The product is: [CH2:1]([N:8]1[CH2:13][CH2:12][CH:11]([NH:16][C:17]2[CH:18]=[C:19]3[C:23](=[CH:24][CH:25]=2)[NH:22][N:21]=[CH:20]3)[CH:10]([CH3:15])[CH2:9]1)[C:2]1[CH:7]=[CH:6][CH:5]=[CH:4][CH:3]=1. (4) Given the reactants [NH:1]1[CH2:6][CH2:5][CH:4]([CH2:7][CH2:8][OH:9])[CH2:3][CH2:2]1.C([O-])(O)=O.[Na+].[CH3:15][C:16]([CH3:22])([CH3:21])[CH2:17][C:18](Cl)=[O:19], predict the reaction product. The product is: [OH:9][CH2:8][CH2:7][CH:4]1[CH2:5][CH2:6][N:1]([C:18](=[O:19])[CH2:17][C:16]([CH3:22])([CH3:21])[CH3:15])[CH2:2][CH2:3]1. (5) Given the reactants [C:1]([NH:5][C:6]([NH:8][C:9]1[C:10]([C:29]2[CH:34]=[C:33]([O:35][CH3:36])[CH:32]=[C:31]([O:37][CH3:38])[CH:30]=2)=[CH:11][C:12]2[CH:17]=[N:16][C:15]([NH:18][CH2:19][CH2:20][CH2:21][CH2:22][N:23]([CH2:26][CH3:27])[CH2:24][CH3:25])=[N:14][C:13]=2[N:28]=1)=[O:7])([CH3:4])([CH3:3])[CH3:2].[C:39](Cl)(=[O:42])[CH:40]=[CH2:41].C(N(C(C)C)CC)(C)C, predict the reaction product. The product is: [C:1]([NH:5][C:6](=[O:7])[NH:8][C:9]1[C:10]([C:29]2[CH:34]=[C:33]([O:35][CH3:36])[CH:32]=[C:31]([O:37][CH3:38])[CH:30]=2)=[CH:11][C:12]2[CH:17]=[N:16][C:15]([N:18]([CH2:19][CH2:20][CH2:21][CH2:22][N:23]([CH2:24][CH3:25])[CH2:26][CH3:27])[C:39](=[O:42])[CH:40]=[CH2:41])=[N:14][C:13]=2[N:28]=1)([CH3:4])([CH3:2])[CH3:3].